This data is from Full USPTO retrosynthesis dataset with 1.9M reactions from patents (1976-2016). The task is: Predict the reactants needed to synthesize the given product. (1) Given the product [C:19]([C:16]1[CH:17]=[CH:18][C:13]([NH:12][C:7]2[C:3]([C:4]([NH2:6])=[O:5])=[C:1]([NH2:2])[NH:24][N:23]=2)=[CH:14][CH:15]=1)(=[O:22])[CH3:20], predict the reactants needed to synthesize it. The reactants are: [C:1]([C:3](=[C:7](SC)SC)[C:4]([NH2:6])=[O:5])#[N:2].[NH2:12][C:13]1[CH:18]=[CH:17][C:16]([C:19](=O)[CH3:20])=[CH:15][CH:14]=1.[OH2:22].[NH2:23][NH2:24]. (2) Given the product [CH3:11][O:10][CH:3]([O:2][CH3:1])[CH2:4][CH2:5][C:6]([N:14]([O:15][CH3:16])[CH3:13])=[O:8], predict the reactants needed to synthesize it. The reactants are: [CH3:1][O:2][CH:3]([O:10][CH3:11])[CH2:4][CH2:5][C:6]([O:8]C)=O.Cl.[CH3:13][NH:14][O:15][CH3:16].C([Mg]Cl)(C)C. (3) Given the product [CH2:25]([O:27][C:28]([C:30]1([NH:3][C:6]([O:53][CH2:46][C:47]2[CH:52]=[CH:51][CH:50]=[CH:49][CH:48]=2)=[O:15])[CH2:31][CH2:32][N:33]([C:36]([O:38][C:39]([CH3:40])([CH3:41])[CH3:42])=[O:37])[CH2:34][CH2:35]1)=[O:29])[CH3:26], predict the reactants needed to synthesize it. The reactants are: C([N:3]([CH2:6]C)CC)C.C1(P(N=[N+]=[N-])(C2C=CC=CC=2)=[O:15])C=CC=CC=1.[CH2:25]([O:27][C:28]([C:30]1(C(O)=O)[CH2:35][CH2:34][N:33]([C:36]([O:38][C:39]([CH3:42])([CH3:41])[CH3:40])=[O:37])[CH2:32][CH2:31]1)=[O:29])[CH3:26].[CH2:46]([OH:53])[C:47]1[CH:52]=[CH:51][CH:50]=[CH:49][CH:48]=1. (4) Given the product [CH3:9][S:10]([OH:13])(=[O:12])=[O:11].[NH2:2][C@@H:1]1[CH2:7][C@H:4]([C:3]([OH:8])=[O:14])[CH:5]=[CH:6]1, predict the reactants needed to synthesize it. The reactants are: [CH:1]12[CH2:7][CH:4]([CH:5]=[CH:6]1)[C:3](=[O:8])[NH:2]2.[CH3:9][S:10]([OH:13])(=[O:12])=[O:11].[OH2:14]. (5) Given the product [CH3:4][C:2]([C:5]1[C:10]([O:11][CH2:12][C:13]2[N:14]([CH3:18])[N:15]=[CH:16][N:17]=2)=[N:9][N:8]2[C:20]([C:23]3[C:28]([F:29])=[CH:27][CH:26]=[C:25]([F:30])[C:24]=3[F:31])=[N:21][N:22]=[C:7]2[CH:6]=1)([CH3:1])[CH3:3], predict the reactants needed to synthesize it. The reactants are: [CH3:1][C:2]([C:5]1[C:10]([O:11][CH2:12][C:13]2[N:14]([CH2:18]C)[N:15]=[CH:16][N:17]=2)=[N:9][N:8]2[C:20]([C:23]3[C:28]([F:29])=[CH:27][CH:26]=[C:25]([F:30])[C:24]=3[F:31])=[N:21][N:22]=[C:7]2[CH:6]=1)([CH3:4])[CH3:3].CN1C(CO)=NC=N1.C(=O)([O-])[O-].[Cs+].[Cs+]. (6) Given the product [CH3:14][C:15]1[O:16][C:3]2[C:4]([NH2:12])=[CH:5][CH:6]=[CH:7][C:2]=2[CH:1]=1, predict the reactants needed to synthesize it. The reactants are: [C:1](N=C=S)(=O)[C:2]1[CH:7]=[CH:6][CH:5]=[CH:4][CH:3]=1.[NH4+:12].[OH-].[CH3:14][C:15](C)=[O:16].